From a dataset of Experimentally validated miRNA-target interactions with 360,000+ pairs, plus equal number of negative samples. Binary Classification. Given a miRNA mature sequence and a target amino acid sequence, predict their likelihood of interaction. The miRNA is hsa-miR-6833-3p with sequence UUUCUCUCUCCACUUCCUCAG. The protein sequence of the target gene is MDSVAFEDVSVSFSQEEWALLAPSQKKLYRDVMQETFKNLASIGEKWEDPNVEDQHKNQGRNLRSHTGERLCEGKEGSQCAENFSPNLSVTKKTAGVKPYECTICGKAFMRLSSLTRHMRSHTGYELFEKPYKCKECEKAFSYLKSFQRHERSHTGEKPYKCKQCGKTFIYHQPFQRHERTHIGEKPYECKQCGKALSCSSSLRVHERIHTGEKPYECKQCGKAFSCSSSIRVHERTHTGEKPYACKECGKAFISHTSVLTHMITHNGDRPYKCKECGKAFIFPSFLRVHERIHTGEKPY.... Result: 1 (interaction).